Dataset: Forward reaction prediction with 1.9M reactions from USPTO patents (1976-2016). Task: Predict the product of the given reaction. (1) The product is: [CH3:34][C:25]([CH3:35])([CH2:22][C:21]([C:16]1[CH:17]=[CH:18][CH:19]=[CH:20][N:15]=1)=[O:23])[C:26]([C:28]1[CH:33]=[CH:32][CH:31]=[CH:30][CH:29]=1)=[O:27]. Given the reactants [Mg].CCOCC.BrCC.C(NCC)C.[N:15]1[CH:20]=[CH:19][CH:18]=[CH:17][C:16]=1[C:21](=[O:23])[CH3:22].Br[C:25]([CH3:35])([CH3:34])[C:26]([C:28]1[CH:33]=[CH:32][CH:31]=[CH:30][CH:29]=1)=[O:27].OS(O)(=O)=O.CCN(CC)CC, predict the reaction product. (2) The product is: [F:1][C:2]1[N:7]2[CH:8]=[C:9]([CH:11]=[N:18][C:17]3[CH:19]=[CH:20][CH:21]=[C:15]([O:14][CH3:13])[CH:16]=3)[N:10]=[C:6]2[CH:5]=[CH:4][CH:3]=1. Given the reactants [F:1][C:2]1[N:7]2[CH:8]=[C:9]([CH:11]=O)[N:10]=[C:6]2[CH:5]=[CH:4][CH:3]=1.[CH3:13][O:14][C:15]1[CH:16]=[C:17]([CH:19]=[CH:20][CH:21]=1)[NH2:18], predict the reaction product. (3) Given the reactants FC(F)(F)C(O)=O.[Br:8][C:9]1[CH:10]=[C:11]([S:16]([C:19]([C:21]2[CH:26]=[CH:25][C:24]([C:27]([O:36][CH2:37][C:38]3[C:43]([F:44])=[CH:42][CH:41]=[CH:40][C:39]=3[F:45])([C:32]([F:35])([F:34])[F:33])[C:28]([F:31])([F:30])[F:29])=[CH:23][CH:22]=2)=[CH2:20])(=[O:18])=[O:17])[CH:12]=[CH:13][C:14]=1[F:15].[CH2:46]([N:53]([CH2:57][Si](C)(C)C)[CH2:54]OC)[C:47]1[CH:52]=[CH:51][CH:50]=[CH:49][CH:48]=1, predict the reaction product. The product is: [CH2:46]([N:53]1[CH2:54][CH2:20][C:19]([S:16]([C:11]2[CH:12]=[CH:13][C:14]([F:15])=[C:9]([Br:8])[CH:10]=2)(=[O:18])=[O:17])([C:21]2[CH:26]=[CH:25][C:24]([C:27]([O:36][CH2:37][C:38]3[C:43]([F:44])=[CH:42][CH:41]=[CH:40][C:39]=3[F:45])([C:28]([F:30])([F:29])[F:31])[C:32]([F:33])([F:34])[F:35])=[CH:23][CH:22]=2)[CH2:57]1)[C:47]1[CH:48]=[CH:49][CH:50]=[CH:51][CH:52]=1. (4) Given the reactants [CH3:1][C:2]1[CH:7]=[CH:6][C:5]([NH:8][C:9]2[N:14]=[C:13]([C:15]3[CH:16]=[N:17][CH:18]=[CH:19][CH:20]=3)[CH:12]=[CH:11][N:10]=2)=[CH:4][C:3]=1[N+:21]([O-])=O, predict the reaction product. The product is: [NH2:21][C:3]1[CH:4]=[C:5]([NH:8][C:9]2[N:14]=[C:13]([C:15]3[CH:16]=[N:17][CH:18]=[CH:19][CH:20]=3)[CH:12]=[CH:11][N:10]=2)[CH:6]=[CH:7][C:2]=1[CH3:1]. (5) Given the reactants [N-:1]=[N+:2]=[N-:3].[Na+].[CH2:5]([O:7][C:8](=[O:13])[CH2:9][C:10](C)=O)C.[CH3:14]N(C)C=O, predict the reaction product. The product is: [CH3:5][O:7][C:8](=[O:13])[C@@H:9]([CH3:14])[CH2:10][N:1]=[N+:2]=[N-:3]. (6) Given the reactants Br[C:2]1[CH:7]=[C:6]([CH3:8])[C:5]([NH:9][C:10]([NH:12][C:13]2[C:14]([C:23]([NH:25][C@@H:26]([CH:31]3[CH2:36][CH2:35][CH2:34][CH2:33][CH2:32]3)[C:27]([O:29][CH3:30])=[O:28])=[O:24])=[CH:15][C:16]3[C:21]([CH:22]=2)=[CH:20][CH:19]=[CH:18][CH:17]=3)=[O:11])=[C:4]([CH3:37])[CH:3]=1.[CH2:38]([Sn](CCCC)(CCCC)C=C)[CH2:39]CC, predict the reaction product. The product is: [CH:31]1([C@H:26]([NH:25][C:23]([C:14]2[C:13]([NH:12][C:10]([NH:9][C:5]3[C:6]([CH3:8])=[CH:7][C:2]([CH:38]=[CH2:39])=[CH:3][C:4]=3[CH3:37])=[O:11])=[CH:22][C:21]3[C:16](=[CH:17][CH:18]=[CH:19][CH:20]=3)[CH:15]=2)=[O:24])[C:27]([O:29][CH3:30])=[O:28])[CH2:36][CH2:35][CH2:34][CH2:33][CH2:32]1. (7) Given the reactants [CH3:1][O:2][C:3](=[O:19])[CH2:4][CH2:5][C:6]1[C:15]2[C:10](=[CH:11][CH:12]=[CH:13][CH:14]=2)[C:9]([C:16]([OH:18])=O)=[CH:8][CH:7]=1.CN(C(ON1N=NC2C=CC=CC1=2)=[N+](C)C)C.F[P-](F)(F)(F)(F)F.C(N(C(C)C)CC)(C)C.Cl.Cl.[CH3:55][C:56]1([CH3:78])[CH2:61][CH2:60][CH2:59][N:58]([CH2:62][CH2:63][CH2:64][O:65][C:66]2[CH:71]=[CH:70][C:69]([CH:72]3[CH2:77][CH2:76][NH:75][CH2:74][CH2:73]3)=[CH:68][CH:67]=2)[CH2:57]1, predict the reaction product. The product is: [CH3:55][C:56]1([CH3:78])[CH2:61][CH2:60][CH2:59][N:58]([CH2:62][CH2:63][CH2:64][O:65][C:66]2[CH:67]=[CH:68][C:69]([CH:72]3[CH2:73][CH2:74][N:75]([C:16]([C:9]4[C:10]5[C:15](=[CH:14][CH:13]=[CH:12][CH:11]=5)[C:6]([CH2:5][CH2:4][C:3]([O:2][CH3:1])=[O:19])=[CH:7][CH:8]=4)=[O:18])[CH2:76][CH2:77]3)=[CH:70][CH:71]=2)[CH2:57]1.